Dataset: Full USPTO retrosynthesis dataset with 1.9M reactions from patents (1976-2016). Task: Predict the reactants needed to synthesize the given product. (1) Given the product [NH2:4][C@:5]1([C:22]([OH:23])=[O:32])[C@@H:9]([CH2:10][CH2:11][CH2:12][B:13]([OH:14])[OH:17])[CH2:8][NH:7][CH2:6]1, predict the reactants needed to synthesize it. The reactants are: C([NH:4][C@:5]1([C:22](NC(C)(C)C)=[O:23])[C@@H:9]([CH2:10][CH2:11][CH2:12][B:13]2[O:17]C(C)(C)C(C)(C)[O:14]2)[CH2:8][NH:7][CH2:6]1)(=O)C.Cl.C(O)(=[O:32])C. (2) The reactants are: [NH2:1][C@H:2]1[C:11]2[C:6](=[CH:7][CH:8]=[CH:9][CH:10]=2)[N:5]([C:12](=[O:14])[CH3:13])[C@@H:4]([CH3:15])[C@@H:3]1[CH3:16].Br[C:18]1[CH:19]=[N:20][CH:21]=[C:22]([CH3:24])[CH:23]=1.CC(C)([O-])C.[Na+].CN(C1C(C2C(P(C3CCCCC3)C3CCCCC3)=CC=CC=2)=CC=CC=1)C. Given the product [CH3:15][C@H:4]1[C@H:3]([CH3:16])[C@@H:2]([NH:1][C:18]2[CH:19]=[N:20][CH:21]=[C:22]([CH3:24])[CH:23]=2)[C:11]2[C:6](=[CH:7][CH:8]=[CH:9][CH:10]=2)[N:5]1[C:12](=[O:14])[CH3:13], predict the reactants needed to synthesize it. (3) Given the product [S:1]1[C:5]2=[N:6][CH:7]=[CH:8][N:9]=[C:4]2[C:3]([NH:10][CH2:11][CH2:12][CH2:13][NH:14][CH2:29][C:26]2[CH:25]=[CH:24][C:23]([C:20]3[CH:21]=[CH:22][C:17]([O:16][CH3:15])=[CH:18][CH:19]=3)=[CH:28][CH:27]=2)=[N:2]1, predict the reactants needed to synthesize it. The reactants are: [S:1]1[C:5]2=[N:6][CH:7]=[CH:8][N:9]=[C:4]2[C:3]([NH:10][CH2:11][CH2:12][CH2:13][NH2:14])=[N:2]1.[CH3:15][O:16][C:17]1[CH:22]=[CH:21][C:20]([C:23]2[CH:28]=[CH:27][C:26]([CH:29]=O)=[CH:25][CH:24]=2)=[CH:19][CH:18]=1.C(O[BH-](OC(=O)C)OC(=O)C)(=O)C.[Na+]. (4) Given the product [C:3]([Si:7]([CH3:51])([CH3:50])[O:8][C@H:9]1[C@H:13]2[O:14][CH2:15][C@@H:16]([O:17][C:18]3[N:41]([CH2:42][O:43][CH2:44][CH2:45][Si:46]([CH3:47])([CH3:49])[CH3:48])[C:21]4=[N:22][C:23]([C:27]5[CH:28]=[CH:29][C:30]([C@H:33]6[CH2:38][CH2:37][C@@H:36]([S:39]([CH3:40])=[O:1])[CH2:35][CH2:34]6)=[CH:31][CH:32]=5)=[C:24]([Cl:26])[CH:25]=[C:20]4[N:19]=3)[C@H:12]2[O:11][CH2:10]1)([CH3:4])([CH3:6])[CH3:5], predict the reactants needed to synthesize it. The reactants are: [OH:1]O.[C:3]([Si:7]([CH3:51])([CH3:50])[O:8][C@H:9]1[C@H:13]2[O:14][CH2:15][C@@H:16]([O:17][C:18]3[N:41]([CH2:42][O:43][CH2:44][CH2:45][Si:46]([CH3:49])([CH3:48])[CH3:47])[C:21]4=[N:22][C:23]([C:27]5[CH:32]=[CH:31][C:30]([C@H:33]6[CH2:38][CH2:37][C@@H:36]([S:39][CH3:40])[CH2:35][CH2:34]6)=[CH:29][CH:28]=5)=[C:24]([Cl:26])[CH:25]=[C:20]4[N:19]=3)[C@H:12]2[O:11][CH2:10]1)([CH3:6])([CH3:5])[CH3:4]. (5) The reactants are: [CH3:1][C:2]([C:12]1[CH:16]=[C:15]([NH:17][C:18](=[O:33])[C:19]([CH3:32])([S:21]([CH:24]([CH:26]2[CH2:31][CH2:30][O:29][CH2:28][CH2:27]2)[CH3:25])(=[O:23])=[O:22])[CH3:20])[O:14][N:13]=1)([CH3:11])[CH2:3][O:4]C1CCCCO1.CC1C=CC(S(O)(=O)=O)=CC=1. Given the product [OH:4][CH2:3][C:2]([C:12]1[CH:16]=[C:15]([NH:17][C:18](=[O:33])[C:19]([CH3:32])([S:21]([CH:24]([CH:26]2[CH2:31][CH2:30][O:29][CH2:28][CH2:27]2)[CH3:25])(=[O:23])=[O:22])[CH3:20])[O:14][N:13]=1)([CH3:11])[CH3:1], predict the reactants needed to synthesize it.